From a dataset of NCI-60 drug combinations with 297,098 pairs across 59 cell lines. Regression. Given two drug SMILES strings and cell line genomic features, predict the synergy score measuring deviation from expected non-interaction effect. (1) Drug 1: CC12CCC(CC1=CCC3C2CCC4(C3CC=C4C5=CN=CC=C5)C)O. Drug 2: CC1C(C(CC(O1)OC2CC(CC3=C2C(=C4C(=C3O)C(=O)C5=C(C4=O)C(=CC=C5)OC)O)(C(=O)C)O)N)O.Cl. Cell line: HT29. Synergy scores: CSS=24.8, Synergy_ZIP=3.38, Synergy_Bliss=4.63, Synergy_Loewe=-12.0, Synergy_HSA=4.14. (2) Drug 1: C1CN1P(=S)(N2CC2)N3CC3. Drug 2: CC1CCC2CC(C(=CC=CC=CC(CC(C(=O)C(C(C(=CC(C(=O)CC(OC(=O)C3CCCCN3C(=O)C(=O)C1(O2)O)C(C)CC4CCC(C(C4)OC)OCCO)C)C)O)OC)C)C)C)OC. Cell line: CCRF-CEM. Synergy scores: CSS=14.7, Synergy_ZIP=-0.972, Synergy_Bliss=0.884, Synergy_Loewe=-6.34, Synergy_HSA=-1.64. (3) Drug 1: CS(=O)(=O)C1=CC(=C(C=C1)C(=O)NC2=CC(=C(C=C2)Cl)C3=CC=CC=N3)Cl. Drug 2: C1CCN(CC1)CCOC2=CC=C(C=C2)C(=O)C3=C(SC4=C3C=CC(=C4)O)C5=CC=C(C=C5)O. Cell line: SW-620. Synergy scores: CSS=-0.646, Synergy_ZIP=3.66, Synergy_Bliss=5.33, Synergy_Loewe=0.0238, Synergy_HSA=1.66. (4) Drug 2: CCC1=C2CN3C(=CC4=C(C3=O)COC(=O)C4(CC)O)C2=NC5=C1C=C(C=C5)O. Cell line: SF-268. Drug 1: CC1CCC2CC(C(=CC=CC=CC(CC(C(=O)C(C(C(=CC(C(=O)CC(OC(=O)C3CCCCN3C(=O)C(=O)C1(O2)O)C(C)CC4CCC(C(C4)OC)O)C)C)O)OC)C)C)C)OC. Synergy scores: CSS=38.3, Synergy_ZIP=-3.07, Synergy_Bliss=-0.356, Synergy_Loewe=-34.8, Synergy_HSA=0.984. (5) Drug 1: C1CN1P(=S)(N2CC2)N3CC3. Drug 2: CCN(CC)CCCC(C)NC1=C2C=C(C=CC2=NC3=C1C=CC(=C3)Cl)OC. Cell line: NCI-H322M. Synergy scores: CSS=6.50, Synergy_ZIP=-1.72, Synergy_Bliss=4.14, Synergy_Loewe=-6.42, Synergy_HSA=1.58. (6) Drug 1: C1C(C(OC1N2C=C(C(=O)NC2=O)F)CO)O. Drug 2: CC1=C(C=C(C=C1)NC(=O)C2=CC=C(C=C2)CN3CCN(CC3)C)NC4=NC=CC(=N4)C5=CN=CC=C5. Cell line: HOP-92. Synergy scores: CSS=19.7, Synergy_ZIP=4.47, Synergy_Bliss=4.59, Synergy_Loewe=-11.1, Synergy_HSA=1.15. (7) Drug 1: CN1CCC(CC1)COC2=C(C=C3C(=C2)N=CN=C3NC4=C(C=C(C=C4)Br)F)OC. Drug 2: CC1=C(C(=O)C2=C(C1=O)N3CC4C(C3(C2COC(=O)N)OC)N4)N. Cell line: BT-549. Synergy scores: CSS=19.7, Synergy_ZIP=-1.15, Synergy_Bliss=6.74, Synergy_Loewe=-6.04, Synergy_HSA=4.96.